This data is from Peptide-MHC class II binding affinity with 134,281 pairs from IEDB. The task is: Regression. Given a peptide amino acid sequence and an MHC pseudo amino acid sequence, predict their binding affinity value. This is MHC class II binding data. (1) The peptide sequence is QTAVDFGNSYIAEME. The MHC is DRB1_0101 with pseudo-sequence DRB1_0101. The binding affinity (normalized) is 0.0782. (2) The peptide sequence is LPVPPTVTVFKIPKK. The MHC is DRB4_0101 with pseudo-sequence DRB4_0103. The binding affinity (normalized) is 0.426. (3) The MHC is DRB4_0101 with pseudo-sequence DRB4_0103. The peptide sequence is AGGAGGVGAVGGKRG. The binding affinity (normalized) is 0.0430. (4) The peptide sequence is HGITDVRPLYSRRLPKGVKH. The MHC is DRB1_1101 with pseudo-sequence DRB1_1101. The binding affinity (normalized) is 0. (5) The peptide sequence is WIELKESWGAVWRID. The MHC is HLA-DQA10501-DQB10301 with pseudo-sequence HLA-DQA10501-DQB10301. The binding affinity (normalized) is 0.546. (6) The peptide sequence is KKPKVIYCQKSLKEV. The MHC is DRB1_0101 with pseudo-sequence DRB1_0101. The binding affinity (normalized) is 0.456. (7) The peptide sequence is HDWILADKRPTAWFL. The MHC is HLA-DQA10102-DQB10501 with pseudo-sequence HLA-DQA10102-DQB10501. The binding affinity (normalized) is 0.620.